The task is: Regression. Given two drug SMILES strings and cell line genomic features, predict the synergy score measuring deviation from expected non-interaction effect.. This data is from NCI-60 drug combinations with 297,098 pairs across 59 cell lines. (1) Drug 1: C1=NC2=C(N=C(N=C2N1C3C(C(C(O3)CO)O)O)F)N. Drug 2: B(C(CC(C)C)NC(=O)C(CC1=CC=CC=C1)NC(=O)C2=NC=CN=C2)(O)O. Cell line: SNB-19. Synergy scores: CSS=40.5, Synergy_ZIP=-3.96, Synergy_Bliss=0.576, Synergy_Loewe=-33.2, Synergy_HSA=-0.245. (2) Drug 1: CN1CCC(CC1)COC2=C(C=C3C(=C2)N=CN=C3NC4=C(C=C(C=C4)Br)F)OC. Drug 2: C1CCN(CC1)CCOC2=CC=C(C=C2)C(=O)C3=C(SC4=C3C=CC(=C4)O)C5=CC=C(C=C5)O. Cell line: SNB-19. Synergy scores: CSS=10.2, Synergy_ZIP=4.41, Synergy_Bliss=8.22, Synergy_Loewe=5.93, Synergy_HSA=7.03. (3) Drug 1: CC(C)NC(=O)C1=CC=C(C=C1)CNNC.Cl. Drug 2: CC1=C(C(=O)C2=C(C1=O)N3CC4C(C3(C2COC(=O)N)OC)N4)N. Cell line: NCI-H460. Synergy scores: CSS=63.6, Synergy_ZIP=55.4, Synergy_Bliss=55.8, Synergy_Loewe=53.2, Synergy_HSA=53.9. (4) Drug 1: COC1=NC(=NC2=C1N=CN2C3C(C(C(O3)CO)O)O)N. Drug 2: CC1=C2C(C(=O)C3(C(CC4C(C3C(C(C2(C)C)(CC1OC(=O)C(C(C5=CC=CC=C5)NC(=O)C6=CC=CC=C6)O)O)OC(=O)C7=CC=CC=C7)(CO4)OC(=O)C)O)C)OC(=O)C. Cell line: SR. Synergy scores: CSS=14.7, Synergy_ZIP=2.14, Synergy_Bliss=-5.15, Synergy_Loewe=-51.8, Synergy_HSA=-5.79. (5) Drug 1: CC(CN1CC(=O)NC(=O)C1)N2CC(=O)NC(=O)C2. Drug 2: CC1C(C(CC(O1)OC2CC(CC3=C2C(=C4C(=C3O)C(=O)C5=C(C4=O)C(=CC=C5)OC)O)(C(=O)C)O)N)O.Cl. Cell line: NCI-H522. Synergy scores: CSS=24.5, Synergy_ZIP=-6.76, Synergy_Bliss=-1.62, Synergy_Loewe=-0.0160, Synergy_HSA=1.15. (6) Drug 1: CN(C)C1=NC(=NC(=N1)N(C)C)N(C)C. Drug 2: C1C(C(OC1N2C=NC3=C2NC=NCC3O)CO)O. Cell line: MOLT-4. Synergy scores: CSS=-9.22, Synergy_ZIP=-0.131, Synergy_Bliss=-10.1, Synergy_Loewe=-42.5, Synergy_HSA=-14.7.